Dataset: Catalyst prediction with 721,799 reactions and 888 catalyst types from USPTO. Task: Predict which catalyst facilitates the given reaction. (1) Reactant: Cl[C:2]1[C:7]([O:8][CH3:9])=[CH:6][C:5]([OH:10])=[C:4]([N+:11]([O-])=O)[CH:3]=1. Product: [NH2:11][C:4]1[CH:3]=[CH:2][C:7]([O:8][CH3:9])=[CH:6][C:5]=1[OH:10]. The catalyst class is: 8. (2) Reactant: [CH:1]1[C:11]2[CH:10]=[CH:9][C:8]3[CH:12]=[CH:13][CH:14]=[CH:15][C:7]=3[N:6]([CH2:16][C:17]3[CH:26]=[CH:25][C:20]([C:21](OC)=[O:22])=[CH:19][CH:18]=3)[C:5]=2[CH:4]=[CH:3][CH:2]=1.[NH2:27][OH:28].[OH-].[Na+].C1COCC1. Product: [CH:1]1[C:11]2[CH:10]=[CH:9][C:8]3[CH:12]=[CH:13][CH:14]=[CH:15][C:7]=3[N:6]([CH2:16][C:17]3[CH:26]=[CH:25][C:20]([C:21]([NH:27][OH:28])=[O:22])=[CH:19][CH:18]=3)[C:5]=2[CH:4]=[CH:3][CH:2]=1. The catalyst class is: 5. (3) Reactant: [Cl:1][C:2]1[CH:24]=[CH:23][C:5]2[NH:6][C:7](=[O:22])[CH2:8][CH:9]3[CH2:14][N:13](C(OC(C)(C)C)=O)[CH2:12][CH2:11][N:10]3[C:4]=2[CH:3]=1.Cl. Product: [Cl:1][C:2]1[CH:24]=[CH:23][C:5]2[NH:6][C:7](=[O:22])[CH2:8][CH:9]3[CH2:14][NH:13][CH2:12][CH2:11][N:10]3[C:4]=2[CH:3]=1. The catalyst class is: 4. (4) Reactant: [CH3:1][CH2:2][O:3][C:4]([C:6]1[NH:7][C:8]2[C:13]([CH:14]=1)=[CH:12][C:11]([C:15]([OH:17])=O)=[CH:10][CH:9]=2)=[O:5].F[B-](F)(F)F.N1(OC(N(C)C)=[N+](C)C)C2C=CC=CC=2N=N1.[NH:40]1[CH2:44][CH2:43][CH2:42][C@@H:41]1[CH2:45][N:46]1[CH2:50][CH2:49][CH2:48][CH2:47]1.C(N(CC)C(C)C)(C)C. Product: [CH2:2]([O:3][C:4]([C:6]1[NH:7][C:8]2[C:13]([CH:14]=1)=[CH:12][C:11]([C:15]([N:40]1[CH2:44][CH2:43][CH2:42][C@@H:41]1[CH2:45][N:46]1[CH2:50][CH2:49][CH2:48][CH2:47]1)=[O:17])=[CH:10][CH:9]=2)=[O:5])[CH3:1]. The catalyst class is: 9.